From a dataset of Forward reaction prediction with 1.9M reactions from USPTO patents (1976-2016). Predict the product of the given reaction. (1) The product is: [CH3:1][S:2]([O:20][CH:18]1[CH2:17][CH2:16][O:15][CH:14]([C:11]2[CH:10]=[CH:9][C:8]([C:7]([F:6])([F:21])[F:22])=[CH:13][N:12]=2)[CH2:19]1)(=[O:4])=[O:3]. Given the reactants [CH3:1][S:2](Cl)(=[O:4])=[O:3].[F:6][C:7]([F:22])([F:21])[C:8]1[CH:9]=[CH:10][C:11]([CH:14]2[CH2:19][CH:18]([OH:20])[CH2:17][CH2:16][O:15]2)=[N:12][CH:13]=1, predict the reaction product. (2) The product is: [CH:15]1[CH:14]=[C:13]([O-:12])[C:22]2[N:21]=[CH:20][CH:19]=[CH:18][C:17]=2[CH:16]=1.[CH:15]1[CH:14]=[C:13]([O-:12])[C:22]2[N:21]=[CH:20][CH:19]=[CH:18][C:17]=2[CH:16]=1.[Zn+2:7]. Given the reactants O.O.C([O-])(=O)C.[Zn+2:7].C([O-])(=O)C.[OH:12][C:13]1[CH:14]=[CH:15][CH:16]=[C:17]2[C:22]=1[N:21]=[CH:20][CH:19]=[CH:18]2, predict the reaction product. (3) The product is: [Cl:1][C:2]1[N:7]=[C:6]([C:14]2[CH:15]=[CH:16][C:11]([Cl:10])=[CH:12][CH:13]=2)[C:5]([F:9])=[CH:4][N:3]=1. Given the reactants [Cl:1][C:2]1[N:7]=[C:6](Cl)[C:5]([F:9])=[CH:4][N:3]=1.[Cl:10][C:11]1[CH:16]=[CH:15][C:14](B(O)O)=[CH:13][CH:12]=1.C(=O)([O-])[O-].[K+].[K+].B(O)O, predict the reaction product.